Dataset: NCI-60 drug combinations with 297,098 pairs across 59 cell lines. Task: Regression. Given two drug SMILES strings and cell line genomic features, predict the synergy score measuring deviation from expected non-interaction effect. (1) Drug 1: CS(=O)(=O)C1=CC(=C(C=C1)C(=O)NC2=CC(=C(C=C2)Cl)C3=CC=CC=N3)Cl. Drug 2: CC1=CC=C(C=C1)C2=CC(=NN2C3=CC=C(C=C3)S(=O)(=O)N)C(F)(F)F. Cell line: DU-145. Synergy scores: CSS=9.16, Synergy_ZIP=-0.226, Synergy_Bliss=3.52, Synergy_Loewe=-1.62, Synergy_HSA=1.64. (2) Drug 1: CN1CCC(CC1)COC2=C(C=C3C(=C2)N=CN=C3NC4=C(C=C(C=C4)Br)F)OC. Drug 2: CN(C)C1=NC(=NC(=N1)N(C)C)N(C)C. Cell line: SF-295. Synergy scores: CSS=-7.35, Synergy_ZIP=-1.79, Synergy_Bliss=-8.72, Synergy_Loewe=-7.90, Synergy_HSA=-8.00. (3) Drug 1: C1CC(C1)(C(=O)O)C(=O)O.[NH2-].[NH2-].[Pt+2]. Drug 2: CN(C(=O)NC(C=O)C(C(C(CO)O)O)O)N=O. Cell line: SF-539. Synergy scores: CSS=17.4, Synergy_ZIP=-7.14, Synergy_Bliss=1.84, Synergy_Loewe=-3.60, Synergy_HSA=2.40. (4) Drug 1: C1=CC=C(C=C1)NC(=O)CCCCCCC(=O)NO. Synergy scores: CSS=13.2, Synergy_ZIP=-7.73, Synergy_Bliss=-3.83, Synergy_Loewe=-2.96, Synergy_HSA=-1.76. Drug 2: C1CCC(C(C1)N)N.C(=O)(C(=O)[O-])[O-].[Pt+4]. Cell line: BT-549.